Dataset: Forward reaction prediction with 1.9M reactions from USPTO patents (1976-2016). Task: Predict the product of the given reaction. (1) Given the reactants [C:1]([O:5][C:6]([NH:8][CH:9]([C:15]([O:17]CC)=[O:16])[C:10]([O:12]CC)=[O:11])=[O:7])([CH3:4])([CH3:3])[CH3:2].O.CO.[OH-].[Li+], predict the reaction product. The product is: [C:1]([O:5][C:6]([NH:8][CH:9]([C:10]([OH:12])=[O:11])[C:15]([OH:17])=[O:16])=[O:7])([CH3:4])([CH3:2])[CH3:3]. (2) Given the reactants [O:1]1[CH2:6][CH2:5][N:4]([C:7]2[C:8]3[CH2:23][CH2:22][C:21]4([CH2:25][CH2:24]4)[O:20][C:9]=3[N:10]=[C:11]([C:13]3[CH:19]=[CH:18][C:16]([NH2:17])=[CH:15][CH:14]=3)[N:12]=2)[CH2:3][CH2:2]1.C(N(CC)CC)C.Cl[C:34](Cl)([O:36]C(=O)OC(Cl)(Cl)Cl)Cl.[O:45]1[CH2:48][CH:47]([NH2:49])[CH2:46]1, predict the reaction product. The product is: [O:1]1[CH2:2][CH2:3][N:4]([C:7]2[C:8]3[CH2:23][CH2:22][C:21]4([CH2:25][CH2:24]4)[O:20][C:9]=3[N:10]=[C:11]([C:13]3[CH:14]=[CH:15][C:16]([NH:17][C:34]([NH:49][CH:47]4[CH2:48][O:45][CH2:46]4)=[O:36])=[CH:18][CH:19]=3)[N:12]=2)[CH2:5][CH2:6]1. (3) Given the reactants FC(F)(F)C(O)=O.[CH2:8]([O:12][C:13]1[N:21]=[C:20]2[C:16]([N:17]=[C:18]([O:22][CH3:23])[NH:19]2)=[C:15]([NH2:24])[N:14]=1)[CH2:9][CH2:10][CH3:11].C(=O)([O-])[O-].[K+].[K+].[Br:31][CH2:32][CH2:33][CH2:34][CH2:35]Br, predict the reaction product. The product is: [Br:31][CH2:32][CH2:33][CH2:34][CH2:35][N:19]1[C:18]([O:22][CH3:23])=[N:17][C:16]2[C:20]1=[N:21][C:13]([O:12][CH2:8][CH2:9][CH2:10][CH3:11])=[N:14][C:15]=2[NH2:24]. (4) Given the reactants [CH2:1]([C:3]1([CH2:15][CH3:16])[O:7][C:6](=[O:8])[NH:5][C@H:4]1[C:9]1[CH:14]=[CH:13][CH:12]=[CH:11][CH:10]=1)[CH3:2].I[C:18]1[CH:36]=[CH:35][C:21]([C:22]([NH:24][C:25]2[CH:26]=[CH:27][CH:28]=[C:29]3[C:34]=2[N:33]=[CH:32][CH:31]=[CH:30]3)=[O:23])=[CH:20][CH:19]=1.C([O-])([O-])=O.[Cs+].[Cs+].CC(C1C=C(C(C)C)C(C2C=CC=CC=2P(C2CCCCC2)C2CCCCC2)=C(C(C)C)C=1)C, predict the reaction product. The product is: [CH2:15]([C:3]1([CH2:1][CH3:2])[O:7][C:6](=[O:8])[N:5]([C:18]2[CH:36]=[CH:35][C:21]([C:22]([NH:24][C:25]3[CH:26]=[CH:27][CH:28]=[C:29]4[C:34]=3[N:33]=[CH:32][CH:31]=[CH:30]4)=[O:23])=[CH:20][CH:19]=2)[C@H:4]1[C:9]1[CH:14]=[CH:13][CH:12]=[CH:11][CH:10]=1)[CH3:16]. (5) Given the reactants [CH2:1]([O:8][C:9]1[CH:10]=[C:11]2[C:15](=[CH:16][CH:17]=1)[CH2:14][CH:13]([CH:18]([O:37][Si:38]([C:41]([CH3:44])([CH3:43])[CH3:42])([CH3:40])[CH3:39])[C:19]1[O:20][C:21]([Sn](CCCC)(CCCC)CCCC)=[CH:22][N:23]=1)[CH2:12]2)[C:2]1[CH:7]=[CH:6][CH:5]=[CH:4][CH:3]=1.Br[C:46]1[CH:51]=[CH:50][CH:49]=[CH:48][N:47]=1, predict the reaction product. The product is: [CH2:1]([O:8][C:9]1[CH:10]=[C:11]2[C:15](=[CH:16][CH:17]=1)[CH2:14][CH:13]([CH:18]([O:37][Si:38]([C:41]([CH3:43])([CH3:44])[CH3:42])([CH3:39])[CH3:40])[C:19]1[O:20][C:21]([C:46]3[CH:51]=[CH:50][CH:49]=[CH:48][N:47]=3)=[CH:22][N:23]=1)[CH2:12]2)[C:2]1[CH:7]=[CH:6][CH:5]=[CH:4][CH:3]=1. (6) Given the reactants [Cl:1][C:2]1[CH:3]=[C:4]([N:9]2[C:13]([CH3:15])([CH3:14])[C:12]([OH:16])=[C:11]([C:17]3[CH:22]=[CH:21][C:20]([O:23][CH3:24])=[C:19]([O:25][CH2:26][CH2:27][N:28]4[CH2:33][CH2:32][CH2:31][CH2:30][CH2:29]4)[CH:18]=3)[C:10]2=[O:34])[CH:5]=[CH:6][C:7]=1[Cl:8].Cl, predict the reaction product. The product is: [ClH:1].[Cl:1][C:2]1[CH:3]=[C:4]([N:9]2[C:13]([CH3:15])([CH3:14])[C:12]([OH:16])=[C:11]([C:17]3[CH:22]=[CH:21][C:20]([O:23][CH3:24])=[C:19]([O:25][CH2:26][CH2:27][N:28]4[CH2:29][CH2:30][CH2:31][CH2:32][CH2:33]4)[CH:18]=3)[C:10]2=[O:34])[CH:5]=[CH:6][C:7]=1[Cl:8]. (7) Given the reactants [O:1]1[C:5]2[CH:6]=[CH:7][CH:8]=[CH:9][C:4]=2[C:3]([C:10]2[C:19]([N:20]([CH:22]([CH3:24])[CH3:23])[CH3:21])=[N:18][C:17]3[C:12](=[CH:13][CH:14]=[C:15]([C:25]([O:27]C)=[O:26])[CH:16]=3)[N:11]=2)=[CH:2]1.[OH-].[Na+].Cl, predict the reaction product. The product is: [O:1]1[C:5]2[CH:6]=[CH:7][CH:8]=[CH:9][C:4]=2[C:3]([C:10]2[C:19]([N:20]([CH:22]([CH3:24])[CH3:23])[CH3:21])=[N:18][C:17]3[C:12](=[CH:13][CH:14]=[C:15]([C:25]([OH:27])=[O:26])[CH:16]=3)[N:11]=2)=[CH:2]1.